This data is from Reaction yield outcomes from USPTO patents with 853,638 reactions. The task is: Predict the reaction yield, written as a fraction of the theoretical maximum amount of product (1.0 means a 100% yield; for example, 0.34 means a 34% yield). (1) The reactants are [F:1][C:2]1[CH:7]=[C:6]([N+:8]([O-])=O)[CH:5]=[CH:4][C:3]=1[CH2:11][O:12][CH2:13][CH2:14][O:15][CH3:16]. The catalyst is C1COCC1.[Pd]. The product is [F:1][C:2]1[CH:7]=[C:6]([CH:5]=[CH:4][C:3]=1[CH2:11][O:12][CH2:13][CH2:14][O:15][CH3:16])[NH2:8]. The yield is 0.720. (2) The reactants are [C:1]([C:5]1[CH:10]=[C:9]([Br:11])[C:8]([N+:12]([O-:14])=[O:13])=[CH:7][C:6]=1[OH:15])([CH3:4])([CH3:3])[CH3:2].C([O-])([O-])=O.[Cs+].[Cs+].[CH2:22](Br)[C:23]1[CH:28]=[CH:27][CH:26]=[CH:25][CH:24]=1. The catalyst is CN(C=O)C.O. The product is [C:1]([C:5]1[CH:10]=[C:9]([Br:11])[C:8]([N+:12]([O-:14])=[O:13])=[CH:7][C:6]=1[O:15][CH2:22][C:23]1[CH:28]=[CH:27][CH:26]=[CH:25][CH:24]=1)([CH3:4])([CH3:2])[CH3:3]. The yield is 0.940.